Task: Predict the reactants needed to synthesize the given product.. Dataset: Full USPTO retrosynthesis dataset with 1.9M reactions from patents (1976-2016) (1) Given the product [NH2:2][CH2:1][CH2:3][O:4][C@@H:5]([C:19]1[CH:24]=[C:23]([F:25])[CH:22]=[CH:21][C:20]=1[CH3:26])[C@@H:6]1[CH2:11][CH2:10][CH2:9][N:8]([C:12]([O:14][C:15]([CH3:18])([CH3:17])[CH3:16])=[O:13])[CH2:7]1, predict the reactants needed to synthesize it. The reactants are: [C:1]([CH2:3][O:4][C@@H:5]([C:19]1[CH:24]=[C:23]([F:25])[CH:22]=[CH:21][C:20]=1[CH3:26])[C@@H:6]1[CH2:11][CH2:10][CH2:9][N:8]([C:12]([O:14][C:15]([CH3:18])([CH3:17])[CH3:16])=[O:13])[CH2:7]1)#[N:2].S(C)C.CO. (2) Given the product [CH3:1][O:2][C:3]1[CH:4]=[C:5]([CH:6]=[CH:7][C:8]=1[O:9][CH2:10][C:11]#[CH:12])/[CH:13]=[CH:14]/[C:15]1[O:21][C:20](=[O:22])[C:19]2[CH:23]=[CH:24][CH:25]=[CH:26][C:18]=2[N:17]=1, predict the reactants needed to synthesize it. The reactants are: [CH3:1][O:2][C:3]1[CH:4]=[C:5](/[CH:13]=[CH:14]/[C:15]([NH:17][C:18]2[CH:26]=[CH:25][CH:24]=[CH:23][C:19]=2[C:20]([OH:22])=[O:21])=O)[CH:6]=[CH:7][C:8]=1[O:9][CH2:10][C:11]#[CH:12]. (3) Given the product [C:1]([O:5][C:6]([N:8]1[CH2:13][CH2:12][CH:11]([N:14]2[C:18]3=[N:19][CH:20]=[N:21][C:22]([O:24][C:25]4[C:26]([CH3:31])=[N:27][CH:28]=[CH:29][CH:30]=4)=[C:17]3[CH:16]=[N:15]2)[CH2:10][CH2:9]1)=[O:7])([CH3:4])([CH3:3])[CH3:2], predict the reactants needed to synthesize it. The reactants are: [C:1]([O:5][C:6]([N:8]1[CH2:13][CH2:12][CH:11]([N:14]2[C:18]3=[N:19][CH:20]=[N:21][C:22](Cl)=[C:17]3[CH:16]=[N:15]2)[CH2:10][CH2:9]1)=[O:7])([CH3:4])([CH3:3])[CH3:2].[OH:24][C:25]1[C:26]([CH3:31])=[N:27][CH:28]=[CH:29][CH:30]=1.C(=O)([O-])[O-].[K+].[K+]. (4) The reactants are: [C:1]([O:4][CH2:5][C:6]1[CH:11]=[CH:10][CH:9]=[C:8](/[CH:12]=[CH:13]/[C:14](=[O:16])[CH3:15])[C:7]=1[Br:17])(=[O:3])[CH3:2]. Given the product [C:1]([O:4][CH2:5][C:6]1[CH:11]=[CH:10][CH:9]=[C:8]([CH2:12][CH2:13][C:14](=[O:16])[CH3:15])[C:7]=1[Br:17])(=[O:3])[CH3:2], predict the reactants needed to synthesize it. (5) The reactants are: [C:1]([OH:7])([C:3]([F:6])([F:5])[F:4])=[O:2].[CH3:8][C:9]1([C:12]2[CH:13]=[C:14]3[C:18](=[CH:19][CH:20]=2)[N:17](C2CCCCO2)[N:16]=[C:15]3[C:27]2[N:32]=[C:31]([O:33][C@H:34]3[CH2:41][N:40](C(OC(C)(C)C)=O)[CH2:39][CH2:38][C:35]43[CH2:37][CH2:36]4)[CH:30]=[N:29][CH:28]=2)[CH2:11][CH2:10]1. Given the product [F:4][C:3]([F:6])([F:5])[C:1]([OH:7])=[O:2].[CH2:37]1[C:35]2([CH2:38][CH2:39][NH:40][CH2:41][C@@H:34]2[O:33][C:31]2[N:32]=[C:27]([C:15]3[C:14]4[C:18](=[CH:19][CH:20]=[C:12]([C:9]5([CH3:8])[CH2:11][CH2:10]5)[CH:13]=4)[NH:17][N:16]=3)[CH:28]=[N:29][CH:30]=2)[CH2:36]1, predict the reactants needed to synthesize it.